From a dataset of Ames mutagenicity test results for genotoxicity prediction. Regression/Classification. Given a drug SMILES string, predict its toxicity properties. Task type varies by dataset: regression for continuous values (e.g., LD50, hERG inhibition percentage) or binary classification for toxic/non-toxic outcomes (e.g., AMES mutagenicity, cardiotoxicity, hepatotoxicity). Dataset: ames. (1) The drug is c1ccc2c(c1)Oc1ccccc1O2. The result is 0 (non-mutagenic). (2) The drug is BrC(Br)C(Br)Br. The result is 0 (non-mutagenic). (3) The drug is ClC1C(Br)C(Br)C(Br)C(Br)C1Br. The result is 0 (non-mutagenic). (4) The molecule is Cc1cn(C2CC(O)C(CO)O2)c(=O)[nH]c1=O. The result is 0 (non-mutagenic). (5) The compound is NC(=O)c1ncn(C2OC(CO)C(O)C2O)n1. The result is 0 (non-mutagenic). (6) The compound is CCOc1ccc(N)cc1N. The result is 1 (mutagenic). (7) The compound is Fc1cccnc1. The result is 0 (non-mutagenic). (8) The result is 1 (mutagenic). The drug is CC(=O)OC1CC2C(COC(=O)CC(C)C)=COC(OC(=O)CC(C)C)C2C12CO2.